Dataset: Reaction yield outcomes from USPTO patents with 853,638 reactions. Task: Predict the reaction yield, written as a fraction of the theoretical maximum amount of product (1.0 means a 100% yield; for example, 0.34 means a 34% yield). The reactants are [CH:1]1[C:10]2[C:5](=[CH:6][CH:7]=[CH:8][CH:9]=2)[CH:4]=[CH:3][C:2]=1[CH:11]=[CH:12][C:13](=[O:26])[CH:14]=[CH:15][C:16]1[CH:25]=[CH:24][C:23]2[C:18](=[CH:19][CH:20]=[CH:21][CH:22]=2)[CH:17]=1.[CH3:27][NH2:28].O. The catalyst is CN(C)C=O. The product is [CH:17]1[C:18]2[C:23](=[CH:22][CH:21]=[CH:20][CH:19]=2)[CH:24]=[CH:25][C:16]=1[CH:15]1[CH2:14][C:13](=[O:26])[CH2:12][CH:11]([C:2]2[CH:3]=[CH:4][C:5]3[C:10](=[CH:9][CH:8]=[CH:7][CH:6]=3)[CH:1]=2)[N:28]1[CH3:27]. The yield is 0.220.